This data is from Full USPTO retrosynthesis dataset with 1.9M reactions from patents (1976-2016). The task is: Predict the reactants needed to synthesize the given product. Given the product [Br:12][C:13]1[C:14]([S:20]([NH:1][C:2]2[CH:10]=[CH:9][C:5]([C:6]([OH:8])=[O:7])=[C:4]([OH:11])[CH:3]=2)(=[O:21])=[O:22])=[C:15]([Cl:19])[S:16][C:17]=1[Cl:18], predict the reactants needed to synthesize it. The reactants are: [NH2:1][C:2]1[CH:3]=[C:4]([OH:11])[C:5](=[CH:9][CH:10]=1)[C:6]([OH:8])=[O:7].[Br:12][C:13]1[C:14]([S:20](Cl)(=[O:22])=[O:21])=[C:15]([Cl:19])[S:16][C:17]=1[Cl:18].O.C([O-])([O-])=O.[Na+].[Na+].